This data is from Forward reaction prediction with 1.9M reactions from USPTO patents (1976-2016). The task is: Predict the product of the given reaction. (1) Given the reactants [O:1]1[C:5]2[CH:6]=[CH:7][C:8]([CH:10]=[O:11])=[CH:9][C:4]=2[CH:3]=[CH:2]1.[CH2:12](O)[CH2:13][OH:14].C(OC)(OC)OC.[Br-].[Br-].[Br-].C([N+](CCCC)(CCCC)CCCC)CCC.C([N+](CCCC)(CCCC)CCCC)CCC.C([N+](CCCC)(CCCC)CCCC)CCC.C([O-])(O)=O.[Na+], predict the reaction product. The product is: [O:11]1[CH2:12][CH2:13][O:14][CH:10]1[C:8]1[CH:7]=[CH:6][C:5]2[O:1][CH:2]=[CH:3][C:4]=2[CH:9]=1. (2) Given the reactants [CH2:1]([C@@H:8]1[CH2:12][O:11][C:10](=[O:13])[N:9]1[C:14](=[O:24])/[CH:15]=[CH:16]/[C:17]1[CH:22]=[CH:21][C:20]([F:23])=[CH:19][CH:18]=1)[C:2]1[CH:7]=[CH:6][CH:5]=[CH:4][CH:3]=1.CO[CH2:27][N:28]([CH2:34][C:35]1[CH:40]=[CH:39][CH:38]=[CH:37][CH:36]=1)[CH2:29][Si](C)(C)C.FC(F)(F)C(O)=O, predict the reaction product. The product is: [CH2:1]([C@@H:8]1[CH2:12][O:11][C:10](=[O:13])[N:9]1[C:14]([C@H:15]1[C@H:16]([C:17]2[CH:22]=[CH:21][C:20]([F:23])=[CH:19][CH:18]=2)[CH2:29][N:28]([CH2:34][C:35]2[CH:40]=[CH:39][CH:38]=[CH:37][CH:36]=2)[CH2:27]1)=[O:24])[C:2]1[CH:7]=[CH:6][CH:5]=[CH:4][CH:3]=1.[CH2:1]([C@@H:8]1[CH2:12][O:11][C:10](=[O:13])[N:9]1[C:14]([C@@H:15]1[C@@H:16]([C:17]2[CH:22]=[CH:21][C:20]([F:23])=[CH:19][CH:18]=2)[CH2:29][N:28]([CH2:34][C:35]2[CH:40]=[CH:39][CH:38]=[CH:37][CH:36]=2)[CH2:27]1)=[O:24])[C:2]1[CH:7]=[CH:6][CH:5]=[CH:4][CH:3]=1. (3) The product is: [Cl:56][C:57]1[CH:58]=[C:59]([NH:64][NH:65][C:14](=[O:15])[CH:13]([C:8]2[CH:7]=[CH:6][C:5]3[C:10](=[CH:11][CH:12]=[C:3]([O:2][CH3:1])[CH:4]=3)[CH:9]=2)[N:17]2[CH2:22][CH2:21][N:20]([CH3:23])[CH2:19][CH2:18]2)[CH:60]=[C:61]([Cl:63])[CH:62]=1. Given the reactants [CH3:1][O:2][C:3]1[CH:4]=[C:5]2[C:10](=[CH:11][CH:12]=1)[CH:9]=[C:8]([CH:13]([N:17]1[CH2:22][CH2:21][N:20]([CH3:23])[CH2:19][CH2:18]1)[C:14](O)=[O:15])[CH:7]=[CH:6]2.C1C=CC2N(O)N=NC=2C=1.O.CCN=C=NCCCN(C)C.Cl.CCN(C(C)C)C(C)C.[Cl:56][C:57]1[CH:58]=[C:59]([NH:64][NH2:65])[CH:60]=[C:61]([Cl:63])[CH:62]=1, predict the reaction product. (4) Given the reactants [Br:1][C:2]1[CH:3]=[C:4]([CH2:9][OH:10])[CH:5]=[CH:6][C:7]=1[CH3:8], predict the reaction product. The product is: [Br:1][C:2]1[CH:3]=[C:4]([CH:5]=[CH:6][C:7]=1[CH3:8])[CH:9]=[O:10].